Dataset: Catalyst prediction with 721,799 reactions and 888 catalyst types from USPTO. Task: Predict which catalyst facilitates the given reaction. (1) Reactant: [C:1]([O:4][C@H:5]1[CH2:9][C@H:8]([N:10]2[C:14]3[N:15]=[CH:16][N:17]=[C:18]([NH:19][C:20](=[O:22])[CH3:21])[C:13]=3[CH:12]=[CH:11]2)[CH2:7][C@H:6]1[CH2:23][OH:24])(=[O:3])[CH3:2].N1C=CC=CC=1.Cl[S:32]([NH2:35])(=[O:34])=[O:33]. Product: [C:1]([O:4][C@H:5]1[CH2:9][C@H:8]([N:10]2[C:14]3[N:15]=[CH:16][N:17]=[C:18]([NH:19][C:20](=[O:22])[CH3:21])[C:13]=3[CH:12]=[CH:11]2)[CH2:7][C@H:6]1[CH2:23][O:24][S:32]([NH2:35])(=[O:34])=[O:33])(=[O:3])[CH3:2]. The catalyst class is: 751. (2) The catalyst class is: 8. Reactant: C([O:8][C:9]1[N:10]=[N:11][C:12]([C:23]#[C:24][CH:25]2[CH2:27][CH2:26]2)=[CH:13][C:14]=1[O:15]CC1C=CC=CC=1)C1C=CC=CC=1. Product: [CH:25]1([CH2:24][CH2:23][C:12]2[CH:13]=[C:14]([OH:15])[C:9](=[O:8])[NH:10][N:11]=2)[CH2:27][CH2:26]1. (3) Reactant: [F:1][C:2]([F:11])([F:10])[C:3]1[CH:8]=[CH:7][CH:6]=[CH:5][C:4]=1Br.B(O)O.[C:15]([O-:18])([O-])=O.[Na+].[Na+]. Product: [F:1][C:2]([F:11])([F:10])[C:3]1[CH:8]=[CH:7][CH:6]=[CH:5][C:4]=1[C:3]1[CH:8]=[CH:7][C:6]([CH:15]=[O:18])=[CH:5][CH:4]=1. The catalyst class is: 70. (4) The catalyst class is: 187. Product: [Cl:12][C:5]1[C:4]2[C:9](=[CH:10][CH:11]=[C:2]([N:15]3[CH2:16][CH2:17][O:13][C:14]3=[O:18])[CH:3]=2)[CH:8]=[N:7][CH:6]=1. Reactant: Br[C:2]1[CH:3]=[C:4]2[C:9](=[CH:10][CH:11]=1)[CH:8]=[N:7][CH:6]=[C:5]2[Cl:12].[O:13]1[CH2:17][CH2:16][NH:15][C:14]1=[O:18].P([O-])([O-])([O-])=O.[K+].[K+].[K+].C1(P(C2CCCCC2)C2C=CC=CC=2C2C(C(C)C)=CC(C(C)C)=CC=2C(C)C)CCCCC1.